Dataset: Full USPTO retrosynthesis dataset with 1.9M reactions from patents (1976-2016). Task: Predict the reactants needed to synthesize the given product. Given the product [C:29]([N:16]1[C:17]2[C:22](=[CH:21][C:20]([CH:23]3[CH2:28][CH2:27][O:26][CH2:25][CH2:24]3)=[CH:19][CH:18]=2)[C@H:13]([NH:12][C:2]2[CH:11]=[CH:10][C:5]([C:6]([NH:8][CH3:9])=[O:7])=[CH:4][CH:3]=2)[C@@H:14]([CH3:33])[C@@H:15]1[CH3:32])(=[O:31])[CH3:30], predict the reactants needed to synthesize it. The reactants are: Br[C:2]1[CH:11]=[CH:10][C:5]([C:6]([NH:8][CH3:9])=[O:7])=[CH:4][CH:3]=1.[NH2:12][C@H:13]1[C:22]2[C:17](=[CH:18][CH:19]=[C:20]([CH:23]3[CH2:28][CH2:27][O:26][CH2:25][CH2:24]3)[CH:21]=2)[N:16]([C:29](=[O:31])[CH3:30])[C@@H:15]([CH3:32])[C@@H:14]1[CH3:33].CC(C)([O-])C.[Na+].CN(C1C(C2C(P(C3CCCCC3)C3CCCCC3)=CC=CC=2)=CC=CC=1)C.